This data is from Full USPTO retrosynthesis dataset with 1.9M reactions from patents (1976-2016). The task is: Predict the reactants needed to synthesize the given product. (1) Given the product [Br:11][C:4]1[C:3]2[O:34][C:13]3[C:12]([C:18]4[N:23]=[C:22]([C:24]5[CH:29]=[CH:28][CH:27]=[CH:26][CH:25]=5)[N:21]=[C:20]([C:39]5[CH:44]=[CH:43][CH:42]=[CH:41][CH:40]=5)[N:19]=4)=[CH:17][CH:16]=[CH:15][C:14]=3[C:2]=2[CH:7]=[CH:6][CH:5]=1, predict the reactants needed to synthesize it. The reactants are: Br[C:2]1[C:7]2C=CO[C:6]=2[CH:5]=[C:4]([Br:11])[CH:3]=1.[C:12]1([C:18]2[N:23]=[C:22]([C:24]3[CH:29]=[CH:28][CH:27]=[CH:26][CH:25]=3)[N:21]=[C:20](B(O)O)[N:19]=2)[CH:17]=[CH:16][CH:15]=[CH:14][CH:13]=1.C([O-])([O-])=[O:34].[Na+].[Na+].[C:39]1(C)[CH:44]=[CH:43][CH:42]=[CH:41][CH:40]=1. (2) Given the product [C:9]([C:8]1[CH:7]=[CH:6][C:5]([CH2:4][C:3]2[CH:17]=[CH:18][CH:19]=[CH:20][C:2]=2[OH:1])=[CH:16][CH:15]=1)(=[O:10])[CH3:21], predict the reactants needed to synthesize it. The reactants are: [OH:1][C:2]1[CH:20]=[CH:19][CH:18]=[CH:17][C:3]=1[CH2:4][C:5]1[CH:16]=[CH:15][C:8]([C:9](N(OC)C)=[O:10])=[CH:7][CH:6]=1.[CH3:21][Mg]Br.[Cl-].[NH4+].